This data is from NCI-60 drug combinations with 297,098 pairs across 59 cell lines. The task is: Regression. Given two drug SMILES strings and cell line genomic features, predict the synergy score measuring deviation from expected non-interaction effect. (1) Drug 1: CC1CCC2CC(C(=CC=CC=CC(CC(C(=O)C(C(C(=CC(C(=O)CC(OC(=O)C3CCCCN3C(=O)C(=O)C1(O2)O)C(C)CC4CCC(C(C4)OC)O)C)C)O)OC)C)C)C)OC. Drug 2: CCC1(C2=C(COC1=O)C(=O)N3CC4=CC5=C(C=CC(=C5CN(C)C)O)N=C4C3=C2)O.Cl. Cell line: MDA-MB-435. Synergy scores: CSS=24.6, Synergy_ZIP=-4.89, Synergy_Bliss=3.24, Synergy_Loewe=2.98, Synergy_HSA=3.55. (2) Drug 1: CNC(=O)C1=CC=CC=C1SC2=CC3=C(C=C2)C(=NN3)C=CC4=CC=CC=N4. Drug 2: C1CC(=O)NC(=O)C1N2C(=O)C3=CC=CC=C3C2=O. Cell line: MDA-MB-435. Synergy scores: CSS=6.56, Synergy_ZIP=0.504, Synergy_Bliss=8.36, Synergy_Loewe=4.64, Synergy_HSA=6.67. (3) Drug 1: CC1C(C(CC(O1)OC2CC(CC3=C2C(=C4C(=C3O)C(=O)C5=C(C4=O)C(=CC=C5)OC)O)(C(=O)C)O)N)O.Cl. Drug 2: CNC(=O)C1=NC=CC(=C1)OC2=CC=C(C=C2)NC(=O)NC3=CC(=C(C=C3)Cl)C(F)(F)F. Cell line: UACC62. Synergy scores: CSS=30.9, Synergy_ZIP=-1.11, Synergy_Bliss=4.31, Synergy_Loewe=1.85, Synergy_HSA=6.51. (4) Drug 1: CC1=C(C=C(C=C1)NC2=NC=CC(=N2)N(C)C3=CC4=NN(C(=C4C=C3)C)C)S(=O)(=O)N.Cl. Drug 2: CNC(=O)C1=CC=CC=C1SC2=CC3=C(C=C2)C(=NN3)C=CC4=CC=CC=N4. Cell line: IGROV1. Synergy scores: CSS=3.25, Synergy_ZIP=0.649, Synergy_Bliss=2.90, Synergy_Loewe=2.34, Synergy_HSA=2.63. (5) Drug 1: CC12CCC3C(C1CCC2O)C(CC4=C3C=CC(=C4)O)CCCCCCCCCS(=O)CCCC(C(F)(F)F)(F)F. Drug 2: C#CCC(CC1=CN=C2C(=N1)C(=NC(=N2)N)N)C3=CC=C(C=C3)C(=O)NC(CCC(=O)O)C(=O)O. Cell line: SF-539. Synergy scores: CSS=-5.36, Synergy_ZIP=1.58, Synergy_Bliss=0.148, Synergy_Loewe=-9.17, Synergy_HSA=-4.84. (6) Drug 1: C1=CC(=CC=C1CCC2=CNC3=C2C(=O)NC(=N3)N)C(=O)NC(CCC(=O)O)C(=O)O. Drug 2: C(CCl)NC(=O)N(CCCl)N=O. Cell line: OVCAR3. Synergy scores: CSS=31.6, Synergy_ZIP=6.99, Synergy_Bliss=4.00, Synergy_Loewe=-5.72, Synergy_HSA=5.69. (7) Drug 1: C1=NC2=C(N=C(N=C2N1C3C(C(C(O3)CO)O)O)F)N. Drug 2: C1CC(=O)NC(=O)C1N2C(=O)C3=CC=CC=C3C2=O. Cell line: NCIH23. Synergy scores: CSS=-1.18, Synergy_ZIP=-1.82, Synergy_Bliss=-2.49, Synergy_Loewe=-6.12, Synergy_HSA=-6.14. (8) Drug 1: CN(C)N=NC1=C(NC=N1)C(=O)N. Drug 2: CC(C)NC(=O)C1=CC=C(C=C1)CNNC.Cl. Cell line: SNB-75. Synergy scores: CSS=-0.329, Synergy_ZIP=1.25, Synergy_Bliss=0.532, Synergy_Loewe=-1.75, Synergy_HSA=-1.49. (9) Drug 1: C1=NC2=C(N1)C(=S)N=C(N2)N. Drug 2: CS(=O)(=O)OCCCCOS(=O)(=O)C. Cell line: HCC-2998. Synergy scores: CSS=26.0, Synergy_ZIP=-1.74, Synergy_Bliss=0.739, Synergy_Loewe=-16.2, Synergy_HSA=-0.741.